This data is from Full USPTO retrosynthesis dataset with 1.9M reactions from patents (1976-2016). The task is: Predict the reactants needed to synthesize the given product. (1) The reactants are: [C:1]([O:5][C:6]1[CH:13]=[CH:12][C:9]([CH:10]=[CH2:11])=[CH:8][CH:7]=1)([CH3:4])([CH3:3])[CH3:2].C(OO)(=[O:16])C.C(O)(=O)C. Given the product [C:1]([O:5][C:6]1[CH:7]=[CH:8][C:9]([CH:10]2[CH2:11][O:16]2)=[CH:12][CH:13]=1)([CH3:4])([CH3:2])[CH3:3], predict the reactants needed to synthesize it. (2) Given the product [CH3:28][O:27][C:10]1[CH:11]=[C:12]([CH2:15][C:16]2[C:17](=[O:18])[NH:32][C:30]([CH3:31])=[N:33][C:22]=2[CH2:23][CH2:24][CH3:25])[CH:13]=[CH:14][C:9]=1[C:4]1[C:3]([C:1]#[N:2])=[CH:8][CH:7]=[CH:6][CH:5]=1, predict the reactants needed to synthesize it. The reactants are: [C:1]([C:3]1[CH:8]=[CH:7][CH:6]=[CH:5][C:4]=1[C:9]1[CH:14]=[CH:13][C:12]([CH2:15][CH:16]([C:22](=O)[CH2:23][CH2:24][CH3:25])[C:17](OCC)=[O:18])=[CH:11][C:10]=1[O:27][CH3:28])#[N:2].Cl.[C:30](=[NH:33])([NH2:32])[CH3:31].C[O-].[Na+]. (3) The reactants are: [C:1]([NH:5][C:6](=[O:35])[C:7]1[CH:12]=[CH:11][CH:10]=[C:9]([O:13][C:14]2[CH:19]=[CH:18][C:17]([NH:20][C:21]3[C:31]4[CH:30]=[C:29](C=O)[CH2:28][CH2:27][NH:26][C:25]=4[N:24]=[CH:23][N:22]=3)=[CH:16][C:15]=2[Cl:34])[CH:8]=1)([CH3:4])([CH3:3])[CH3:2].[CH3:36][NH:37][CH2:38][CH2:39][OH:40].[C:41](O[BH-](OC(=O)C)OC(=O)C)(=O)C.[Na+].[ClH:55].C(OCC)(=O)C. Given the product [ClH:34].[ClH:55].[C:1]([NH:5][C:6](=[O:35])[C:7]1[CH:12]=[CH:11][CH:10]=[C:9]([O:13][C:14]2[CH:19]=[CH:18][C:17]([NH:20][C:21]3[C:31]4[CH:30]=[C:29]([CH2:36][N:37]([CH2:38][CH2:39][OH:40])[CH3:41])[CH2:28][CH2:27][NH:26][C:25]=4[N:24]=[CH:23][N:22]=3)=[CH:16][C:15]=2[Cl:34])[CH:8]=1)([CH3:3])([CH3:4])[CH3:2], predict the reactants needed to synthesize it. (4) Given the product [CH2:19]([O:18][C:16](=[O:17])[C:15]([OH:21])=[CH:2][C:1]([C:4]1[CH:14]=[CH:13][C:7]([O:8][CH2:9][C:10]([OH:12])=[O:11])=[CH:6][CH:5]=1)=[O:3])[CH3:20], predict the reactants needed to synthesize it. The reactants are: [C:1]([C:4]1[CH:14]=[CH:13][C:7]([O:8][CH2:9][C:10]([OH:12])=[O:11])=[CH:6][CH:5]=1)(=[O:3])[CH3:2].[C:15](OCC)(=[O:21])[C:16]([O:18][CH2:19][CH3:20])=[O:17]. (5) Given the product [Cl:1][C:2]1[CH:7]=[C:6]([Cl:8])[CH:5]=[CH:4][C:3]=1[C:9]1[N:10]=[C:11](/[CH:16]=[CH:17]/[C:18]2[CH:19]=[CH:20][C:21]([O:24][CH2:25][C:35]3[CH:36]=[C:37]([CH:42]=[CH:43][CH:44]=3)[C:38]([OH:40])=[O:39])=[CH:22][CH:23]=2)[N:12]([CH2:14][CH3:15])[CH:13]=1, predict the reactants needed to synthesize it. The reactants are: [Cl:1][C:2]1[CH:7]=[C:6]([Cl:8])[CH:5]=[CH:4][C:3]=1[C:9]1[N:10]=[C:11](/[CH:16]=[CH:17]/[C:18]2[CH:23]=[CH:22][C:21]([O:24][CH3:25])=[CH:20][CH:19]=2)[N:12]([CH2:14][CH3:15])[CH:13]=1.C1(O)C=CC=CC=1.BrC[C:35]1[CH:36]=[C:37]([CH:42]=[CH:43][CH:44]=1)[C:38]([O:40]C)=[O:39].